This data is from Full USPTO retrosynthesis dataset with 1.9M reactions from patents (1976-2016). The task is: Predict the reactants needed to synthesize the given product. (1) Given the product [Cl:1][C:2]1[CH:9]=[CH:8][CH:7]=[CH:6][C:3]=1[CH:4]1[C:18]([C:19]([O:21][CH2:22][CH3:23])=[O:20])=[C:17]([CH2:24][CH3:25])[NH:10][C:11]2=[N:12][NH:13][CH:14]=[C:15]12, predict the reactants needed to synthesize it. The reactants are: [Cl:1][C:2]1[CH:9]=[CH:8][CH:7]=[CH:6][C:3]=1[CH:4]=O.[NH2:10][C:11]1[CH:15]=[CH:14][NH:13][N:12]=1.O=[C:17]([CH2:24][CH3:25])[CH2:18][C:19]([O:21][CH2:22][CH3:23])=[O:20]. (2) The reactants are: [CH:1]([Si:4]([CH:16]([CH3:18])[CH3:17])([CH:13]([CH3:15])[CH3:14])[N:5]1[CH:9]=[CH:8][C:7](B(O)O)=[CH:6]1)([CH3:3])[CH3:2].Br[C:20]1[S:21][CH:22]=[CH:23][N:24]=1.C(=O)([O-])[O-].[K+].[K+]. Given the product [CH:1]([Si:4]([CH:16]([CH3:18])[CH3:17])([CH:13]([CH3:15])[CH3:14])[N:5]1[CH:9]=[CH:8][C:7]([C:20]2[S:21][CH:22]=[CH:23][N:24]=2)=[CH:6]1)([CH3:3])[CH3:2], predict the reactants needed to synthesize it. (3) Given the product [CH2:53]([O:52][C:50]([N:22]1[CH2:21][CH2:20][CH:19]([N:14]2[CH2:13][C:12]3[C:16](=[CH:17][C:9]([NH:8][C:5]4[N:4]=[C:3]([NH:29][C:30]5[CH:35]=[CH:34][CH:33]=[CH:32][C:31]=5[S:36]([CH:39]([CH3:41])[CH3:40])(=[O:38])=[O:37])[C:2]([Cl:1])=[CH:7][N:6]=4)=[C:10]([O:25][CH:26]([CH3:28])[CH3:27])[CH:11]=3)[C:15]2=[O:18])[CH2:24][CH2:23]1)=[O:51])[CH3:54], predict the reactants needed to synthesize it. The reactants are: [Cl:1][C:2]1[C:3]([NH:29][C:30]2[CH:35]=[CH:34][CH:33]=[CH:32][C:31]=2[S:36]([CH:39]([CH3:41])[CH3:40])(=[O:38])=[O:37])=[N:4][C:5]([NH:8][C:9]2[CH:17]=[C:16]3[C:12]([CH2:13][N:14]([CH:19]4[CH2:24][CH2:23][NH:22][CH2:21][CH2:20]4)[C:15]3=[O:18])=[CH:11][C:10]=2[O:25][CH:26]([CH3:28])[CH3:27])=[N:6][CH:7]=1.C(N(CC)CC)C.Cl[C:50]([O:52][CH2:53][CH3:54])=[O:51]. (4) Given the product [OH:6][C:7]1[CH:12]=[C:11]([OH:13])[CH:10]=[CH:9][C:8]=1[CH3:15], predict the reactants needed to synthesize it. The reactants are: B(Br)(Br)Br.C[O:6][C:7]1[CH:12]=[C:11]([O:13]C)[CH:10]=[CH:9][C:8]=1[CH3:15].C(OCC)(=O)C.[OH-].[Na+]. (5) Given the product [F:45][C:46]1[CH:47]=[CH:48][C:49]([C:52]2[O:56][N:55]=[C:54]([C:57]([N:40]3[CH2:39][C@H:38]([CH2:41][CH2:42][CH3:43])[NH:37][C:36](=[O:44])[C@@H:35]3[CH2:31][CH:32]([CH3:34])[CH3:33])=[O:58])[N:53]=2)=[CH:50][CH:51]=1, predict the reactants needed to synthesize it. The reactants are: C([C@@H]1N(C(=O)C2C=CC(OC3C=CC=CC=3)=CC=2)C[C@H](CC(C)C)NC1=O)C(C)C.[CH2:31]([C@@H:35]1[NH:40][CH2:39][C@H:38]([CH2:41][CH2:42][CH3:43])[NH:37][C:36]1=[O:44])[CH:32]([CH3:34])[CH3:33].[F:45][C:46]1[CH:51]=[CH:50][C:49]([C:52]2[O:56][N:55]=[C:54]([C:57](O)=[O:58])[N:53]=2)=[CH:48][CH:47]=1.